Dataset: Full USPTO retrosynthesis dataset with 1.9M reactions from patents (1976-2016). Task: Predict the reactants needed to synthesize the given product. Given the product [Cl:21][C:20]1[C:14]2[C:15](=[N:16][N:12]([CH2:8][CH2:9][C:10]#[C:11][C:2]3[CH:6]=[CH:5][N:4]([CH3:7])[N:3]=3)[N:13]=2)[CH:17]=[CH:18][CH:19]=1, predict the reactants needed to synthesize it. The reactants are: Br[C:2]1[CH:6]=[CH:5][N:4]([CH3:7])[N:3]=1.[CH2:8]([N:12]1[N:16]=[C:15]2[CH:17]=[CH:18][CH:19]=[C:20]([Cl:21])[C:14]2=[N:13]1)[CH2:9][C:10]#[CH:11].